This data is from Peptide-MHC class I binding affinity with 185,985 pairs from IEDB/IMGT. The task is: Regression. Given a peptide amino acid sequence and an MHC pseudo amino acid sequence, predict their binding affinity value. This is MHC class I binding data. (1) The peptide sequence is ADDSIVTGIEL. The MHC is Mamu-B01 with pseudo-sequence Mamu-B01. The binding affinity (normalized) is 0. (2) The MHC is HLA-B57:01 with pseudo-sequence HLA-B57:01. The peptide sequence is KGKRIEPSW. The binding affinity (normalized) is 0.762. (3) The peptide sequence is KSLTTTMQFK. The MHC is HLA-B51:01 with pseudo-sequence HLA-B51:01. The binding affinity (normalized) is 0.0847. (4) The peptide sequence is AYLLQHLDL. The binding affinity (normalized) is 0.0847. The MHC is HLA-B27:05 with pseudo-sequence HLA-B27:05.